Task: Predict which catalyst facilitates the given reaction.. Dataset: Catalyst prediction with 721,799 reactions and 888 catalyst types from USPTO (1) Reactant: [CH:1]1([NH2:6])[CH2:5][CH2:4][CH2:3][CH2:2]1.ClC([O:11][C:12](=O)[O:13][C@H:14]1[CH2:19][CH2:18][CH2:17][N:16]([C:20](=[O:28])[C:21]2[CH:26]=[CH:25][C:24]([F:27])=[CH:23][CH:22]=2)[CH2:15]1)(Cl)Cl. Product: [F:27][C:24]1[CH:23]=[CH:22][C:21]([C:20]([N:16]2[CH2:17][CH2:18][CH2:19][C@H:14]([O:13][C:12](=[O:11])[NH:6][CH:1]3[CH2:5][CH2:4][CH2:3][CH2:2]3)[CH2:15]2)=[O:28])=[CH:26][CH:25]=1. The catalyst class is: 2. (2) Reactant: [F:1][C:2]1[CH:10]=[C:9]2[C:5]([C:6]([C:18]3[CH:19]=[CH:20][C:21]4[S:25](=[O:27])(=[O:26])[NH:24][CH:23]([CH2:28][OH:29])[C:22]=4[CH:30]=3)=[CH:7][N:8]2[C:11]([O:13][C:14]([CH3:17])([CH3:16])[CH3:15])=[O:12])=[CH:4][CH:3]=1.CS(O[CH2:36][C:37]1[N:41]=[CH:40][N:39]([CH3:42])[N:38]=1)(=O)=O.C([O-])([O-])=O.[K+].[K+]. Product: [F:1][C:2]1[CH:10]=[C:9]2[C:5]([C:6]([C:18]3[CH:19]=[CH:20][C:21]4[S:25](=[O:26])(=[O:27])[N:24]([CH2:36][C:37]5[N:41]=[CH:40][N:39]([CH3:42])[N:38]=5)[CH:23]([CH2:28][OH:29])[C:22]=4[CH:30]=3)=[CH:7][N:8]2[C:11]([O:13][C:14]([CH3:17])([CH3:16])[CH3:15])=[O:12])=[CH:4][CH:3]=1. The catalyst class is: 3. (3) Reactant: [CH2:1]([N:8]([CH:20]([CH3:37])[CH2:21][CH:22]([C:30]1[CH:35]=[CH:34][C:33]([OH:36])=[CH:32][CH:31]=1)[C:23]1[CH:28]=[CH:27][C:26]([OH:29])=[CH:25][CH:24]=1)[CH2:9][C@H:10]([OH:19])[CH2:11][S:12][C:13]1[CH:18]=[CH:17][CH:16]=[CH:15][CH:14]=1)[C:2]1[CH:7]=[CH:6][CH:5]=[CH:4][CH:3]=1.[OH:38]OS([O-])=O.[K+].S([O-])(O[O-])(=O)=O.[K+].[K+].C(=O)(O)[O-].[Na+].[OH2:57]. Product: [C:13]1([S:12]([CH2:11][C@@H:10]([OH:19])[CH2:9][N:8]([CH:20]([CH3:37])[CH2:21][CH:22]([C:30]2[CH:31]=[CH:32][C:33]([OH:36])=[CH:34][CH:35]=2)[C:23]2[CH:24]=[CH:25][C:26]([OH:29])=[CH:27][CH:28]=2)[CH2:1][C:2]2[CH:7]=[CH:6][CH:5]=[CH:4][CH:3]=2)(=[O:38])=[O:57])[CH:18]=[CH:17][CH:16]=[CH:15][CH:14]=1. The catalyst class is: 125. (4) Reactant: [F:1][CH:2]([F:15])[C:3]1N(C)[C:7]([CH:10]([OH:12])[CH3:11])=[C:6]([OH:13])[C:5](=[O:14])[CH:4]=1.[OH-:16].[Na+].[CH:18]1[CH:23]=[CH:22][C:21]([CH2:24]Br)=[CH:20][CH:19]=1. Product: [CH2:24]([O:13][C:6]1[C:5](=[O:14])[CH:4]=[C:3]([CH:2]([F:15])[F:1])[O:16][C:7]=1[CH:10]([OH:12])[CH3:11])[C:21]1[CH:22]=[CH:23][CH:18]=[CH:19][CH:20]=1. The catalyst class is: 5. (5) Reactant: [CH3:1][N:2]([CH3:61])[CH:3]1[CH2:8][CH2:7][CH:6]([NH:9][C:10]([C:12]2[CH:17]=[CH:16][C:15]([C:18]3[CH:23]=[CH:22][C:21]([CH2:24][C@H:25]([NH:40][C:41]([C@H:43]4[CH2:48][CH2:47][C@H:46]([CH2:49][NH:50]C(=O)OC(C)(C)C)[CH2:45][CH2:44]4)=[O:42])[C:26](=[O:39])[NH:27][C:28]4[CH:33]=[CH:32][C:31]([C:34]5[NH:38][N:37]=[N:36][N:35]=5)=[CH:30][CH:29]=4)=[CH:20][CH:19]=3)=[C:14]([CH3:58])[CH:13]=2)=[O:11])[C:5]([CH3:60])([CH3:59])[CH2:4]1.[ClH:62]. Product: [ClH:62].[NH2:50][CH2:49][C@H:46]1[CH2:45][CH2:44][C@H:43]([C:41]([NH:40][C@H:25]([C:26](=[O:39])[NH:27][C:28]2[CH:33]=[CH:32][C:31]([C:34]3[NH:38][N:37]=[N:36][N:35]=3)=[CH:30][CH:29]=2)[CH2:24][C:21]2[CH:22]=[CH:23][C:18]([C:15]3[CH:16]=[CH:17][C:12]([C:10]([NH:9][CH:6]4[CH2:7][CH2:8][CH:3]([N:2]([CH3:61])[CH3:1])[CH2:4][C:5]4([CH3:59])[CH3:60])=[O:11])=[CH:13][C:14]=3[CH3:58])=[CH:19][CH:20]=2)=[O:42])[CH2:48][CH2:47]1. The catalyst class is: 12. (6) Reactant: CC(OC(/N=N/C(OC(C)C)=O)=O)C.[C:15]([O:19][C:20](=[O:35])[NH:21][C@H:22]([C:26]1[CH:31]=[C:30]([F:32])[C:29]([F:33])=[C:28]([F:34])[CH:27]=1)[C@@H:23]([OH:25])[CH3:24])([CH3:18])([CH3:17])[CH3:16].[N+:36]([C:39]1[CH:47]=[CH:46][C:42]([C:43](O)=[O:44])=[CH:41][CH:40]=1)([O-:38])=[O:37].C1(P(C2C=CC=CC=2)C2C=CC=CC=2)C=CC=CC=1. Product: [C:15]([O:19][C:20]([NH:21][C@H:22]([C:26]1[CH:31]=[C:30]([F:32])[C:29]([F:33])=[C:28]([F:34])[CH:27]=1)[C@H:23]([O:25][C:43](=[O:44])[C:42]1[CH:41]=[CH:40][C:39]([N+:36]([O-:38])=[O:37])=[CH:47][CH:46]=1)[CH3:24])=[O:35])([CH3:16])([CH3:17])[CH3:18]. The catalyst class is: 1. (7) Reactant: [Cl:1][C:2]1[C:7]([CH2:8][CH2:9][CH:10]=O)=[CH:6][C:5]([C:12]#[N:13])=[CH:4][C:3]=1[NH:14][C:15](=[O:21])[O:16][C:17]([CH3:20])([CH3:19])[CH3:18].[CH3:22][N:23]1[CH2:28][CH2:27][NH:26][CH2:25][CH2:24]1.C(O)(=O)C.C(O[BH-](OC(=O)C)OC(=O)C)(=O)C.[Na+]. Product: [Cl:1][C:2]1[C:7]([CH2:8][CH2:9][CH2:10][N:26]2[CH2:27][CH2:28][N:23]([CH3:22])[CH2:24][CH2:25]2)=[CH:6][C:5]([C:12]#[N:13])=[CH:4][C:3]=1[NH:14][C:15](=[O:21])[O:16][C:17]([CH3:20])([CH3:19])[CH3:18]. The catalyst class is: 1. (8) Reactant: [H-].[Na+].[Cl:3][C:4]1[N:9]=[CH:8][NH:7][C:6]2=[N:10][CH:11]=[CH:12][C:5]=12.[CH:13]([Si:16](Cl)([CH:20]([CH3:22])[CH3:21])[CH:17]([CH3:19])[CH3:18])([CH3:15])[CH3:14]. The catalyst class is: 7. Product: [Cl:3][C:4]1[C:5]2[CH:12]=[CH:11][N:10]([Si:16]([CH:20]([CH3:22])[CH3:21])([CH:17]([CH3:19])[CH3:18])[CH:13]([CH3:15])[CH3:14])[C:6]=2[N:7]=[CH:8][N:9]=1.